Dataset: Forward reaction prediction with 1.9M reactions from USPTO patents (1976-2016). Task: Predict the product of the given reaction. (1) The product is: [CH3:1][O:2][C:3]1[CH:4]=[C:5]([CH:6]([OH:7])[CH:13]=[CH2:14])[CH:8]=[CH:9][C:10]=1[O:11][CH3:12]. Given the reactants [CH3:1][O:2][C:3]1[CH:4]=[C:5]([CH:8]=[CH:9][C:10]=1[O:11][CH3:12])[CH:6]=[O:7].[CH:13]([Mg]Br)=[CH2:14].[Cl-].[NH4+], predict the reaction product. (2) Given the reactants [Cl-].C[N+](C)(C)CCOC(=O)C=C.[CH2:13]([O:23][C:24](=[O:27])[CH:25]=[CH2:26])[CH2:14][CH2:15][CH2:16][CH2:17][CH2:18][CH2:19][CH2:20][CH2:21][CH3:22].[C:28]([NH2:32])(=[O:31])[CH:29]=[CH2:30], predict the reaction product. The product is: [CH2:13]([O:23][C:24](=[O:27])[CH:25]=[CH2:26])[CH2:14][CH2:15][CH2:16][CH2:17][CH2:18][CH2:19][CH2:20][CH2:21][CH3:22].[C:28]([NH2:32])(=[O:31])[CH:29]=[CH2:30]. (3) Given the reactants [F:1][CH2:2][CH2:3][NH:4][CH2:5][C:6]1[NH:7][C:8](=[O:16])[C:9]2[CH2:15][O:14][CH2:13][CH2:12][C:10]=2[N:11]=1.[F:17][C:18]1[CH:35]=[CH:34][C:21]([C:22]([CH:24]2[CH2:29][CH2:28][N:27]([CH2:30][C:31](O)=[O:32])[CH2:26][CH2:25]2)=[O:23])=[CH:20][CH:19]=1.CC#N.O, predict the reaction product. The product is: [F:17][C:18]1[CH:19]=[CH:20][C:21]([C:22]([CH:24]2[CH2:25][CH2:26][N:27]([CH2:30][C:31]([N:4]([CH2:3][CH2:2][F:1])[CH2:5][C:6]3[NH:7][C:8](=[O:16])[C:9]4[CH2:15][O:14][CH2:13][CH2:12][C:10]=4[N:11]=3)=[O:32])[CH2:28][CH2:29]2)=[O:23])=[CH:34][CH:35]=1. (4) Given the reactants Br[C:2]1[CH:7]=[CH:6][C:5]([F:8])=[CH:4][CH:3]=1.[Li]CCCC.[F:14][C:15]([F:39])([C:33]1[CH:38]=[CH:37][CH:36]=[CH:35][N:34]=1)[CH:16]=[N:17][C@H:18]([C:24]12[O:31][CH2:30][C:27]([CH3:32])([CH2:28][O:29]1)[CH2:26][O:25]2)[CH2:19][C:20]([CH3:23])([CH3:22])[CH3:21].O, predict the reaction product. The product is: [F:39][C:15]([F:14])([C:33]1[CH:38]=[CH:37][CH:36]=[CH:35][N:34]=1)[C@@H:16]([NH:17][C@H:18]([C:24]12[O:25][CH2:26][C:27]([CH3:32])([CH2:28][O:29]1)[CH2:30][O:31]2)[CH2:19][C:20]([CH3:23])([CH3:22])[CH3:21])[C:2]1[CH:7]=[CH:6][C:5]([F:8])=[CH:4][CH:3]=1. (5) Given the reactants [F:1][C:2]1([F:18])[C@H:6]([OH:7])[C@@H:5]([CH2:8][OH:9])[O:4][C@H:3]1[N:10]1[CH:17]=[CH:16][C:14]([NH2:15])=[N:13][C:11]1=[O:12].[ClH:19], predict the reaction product. The product is: [ClH:19].[F:18][C:2]1([F:1])[C@H:6]([OH:7])[C@@H:5]([CH2:8][OH:9])[O:4][C@H:3]1[N:10]1[CH:17]=[CH:16][C:14]([NH2:15])=[N:13][C:11]1=[O:12]. (6) Given the reactants [CH:1]1N=CN(C(N2C=NC=C2)=O)C=1.O.Cl.[Cl:15][C:16]1[CH:17]=[C:18]([C:22]2[C:31]3[C:26](=[CH:27][CH:28]=[C:29]([C:32]([OH:48])([C:42]4[N:46]([CH3:47])[CH:45]=[N:44][CH:43]=4)[C:33]4[CH:41]=[CH:40][C:36]([C:37]([OH:39])=[O:38])=[CH:35][CH:34]=4)[CH:30]=3)[NH:25][C:24](=[O:49])[CH:23]=2)[CH:19]=[CH:20][CH:21]=1.N12CCN(CC1)CC2.CO, predict the reaction product. The product is: [Cl:15][C:16]1[CH:17]=[C:18]([C:22]2[C:31]3[C:26](=[CH:27][CH:28]=[C:29]([C:32]([OH:48])([C:42]4[N:46]([CH3:47])[CH:45]=[N:44][CH:43]=4)[C:33]4[CH:34]=[CH:35][C:36]([C:37]([O:39][CH3:1])=[O:38])=[CH:40][CH:41]=4)[CH:30]=3)[NH:25][C:24](=[O:49])[CH:23]=2)[CH:19]=[CH:20][CH:21]=1. (7) Given the reactants [CH:1]1([N:4]2[CH2:13][C:12]3[C:7](=[CH:8][CH:9]=[CH:10][CH:11]=3)[N:6]([CH2:14][C:15]3[N:19]([CH2:20][CH2:21][CH:22]([CH3:24])[CH3:23])[C:18]4[CH:25]=[CH:26][C:27]([C:29]([NH2:32])=[N:30]O)=[CH:28][C:17]=4[N:16]=3)[CH2:5]2)[CH2:3][CH2:2]1, predict the reaction product. The product is: [NH3:4].[CH:1]1([N:4]2[CH2:13][C:12]3[C:7](=[CH:8][CH:9]=[CH:10][CH:11]=3)[N:6]([CH2:14][C:15]3[N:19]([CH2:20][CH2:21][CH:22]([CH3:24])[CH3:23])[C:18]4[CH:25]=[CH:26][C:27]([C:29]([NH2:32])=[NH:30])=[CH:28][C:17]=4[N:16]=3)[CH2:5]2)[CH2:2][CH2:3]1. (8) Given the reactants [CH2:1]([O:8][N:9]1[C:18]2[C:13](=[CH:14][C:15](Br)=[CH:16][N:17]=2)[C:12]([NH:20][CH2:21][C:22]2[CH:27]=[CH:26][C:25]([O:28][CH3:29])=[CH:24][C:23]=2[O:30][CH3:31])=[C:11]([C:32]([NH:34][CH2:35][C:36]2[CH:41]=[CH:40][C:39]([F:42])=[CH:38][C:37]=2[F:43])=[O:33])[C:10]1=[O:44])[C:2]1[CH:7]=[CH:6][CH:5]=[CH:4][CH:3]=1.[CH2:45]([O:48][CH2:49][CH2:50][OH:51])[C:46]#[CH:47], predict the reaction product. The product is: [CH2:1]([O:8][N:9]1[C:18]2[C:13](=[CH:14][C:15]([C:47]#[C:46][CH2:45][O:48][CH2:49][CH2:50][OH:51])=[CH:16][N:17]=2)[C:12]([NH:20][CH2:21][C:22]2[CH:27]=[CH:26][C:25]([O:28][CH3:29])=[CH:24][C:23]=2[O:30][CH3:31])=[C:11]([C:32]([NH:34][CH2:35][C:36]2[CH:41]=[CH:40][C:39]([F:42])=[CH:38][C:37]=2[F:43])=[O:33])[C:10]1=[O:44])[C:2]1[CH:7]=[CH:6][CH:5]=[CH:4][CH:3]=1. (9) Given the reactants [CH:1]([Si:4]([CH:20]([CH3:22])[CH3:21])([CH:17]([CH3:19])[CH3:18])[O:5][C:6]([C:8]1[O:9][C:10]2[CH:16]=[CH:15][CH:14]=[CH:13][C:11]=2[CH:12]=1)=[CH2:7])([CH3:3])[CH3:2].C1C(=O)N([Cl:30])C(=O)C1, predict the reaction product. The product is: [CH:20]([Si:4]([CH:1]([CH3:2])[CH3:3])([CH:17]([CH3:19])[CH3:18])[O:5][C:6]([C:8]1[O:9][C:10]2[CH:16]=[CH:15][CH:14]=[CH:13][C:11]=2[CH:12]=1)=[CH:7][Cl:30])([CH3:22])[CH3:21]. (10) The product is: [Br-:1].[CH3:8][C:5]1[CH:6]=[CH:7][C:2]([S+:16]([C:18]2[CH:19]=[CH:20][CH:21]=[CH:22][CH:23]=2)[C:10]2[CH:15]=[CH:14][CH:13]=[CH:12][CH:11]=2)=[CH:3][CH:4]=1. Given the reactants [Br:1][C:2]1[CH:7]=[CH:6][C:5]([CH3:8])=[CH:4][CH:3]=1.[Mg].[C:10]1([S:16]([C:18]2[CH:23]=[CH:22][CH:21]=[CH:20][CH:19]=2)=O)[CH:15]=[CH:14][CH:13]=[CH:12][CH:11]=1.Cl[Si](C)(C)C.Br, predict the reaction product.